Dataset: Reaction yield outcomes from USPTO patents with 853,638 reactions. Task: Predict the reaction yield, written as a fraction of the theoretical maximum amount of product (1.0 means a 100% yield; for example, 0.34 means a 34% yield). (1) The product is [F:33][C:32]([F:35])([F:34])[C:30]([OH:36])=[O:31].[NH2:8][CH2:9][CH2:10][CH2:11][O:12][C:13]1[CH:29]=[CH:28][C:16]2[CH2:17][CH:18]([CH2:23][C:24]([O:26][CH3:27])=[O:25])[C:19](=[O:22])[NH:20][CH2:21][C:15]=2[CH:14]=1. The yield is 1.00. The reactants are C(OC([NH:8][CH2:9][CH2:10][CH2:11][O:12][C:13]1[CH:29]=[CH:28][C:16]2[CH2:17][CH:18]([CH2:23][C:24]([O:26][CH3:27])=[O:25])[C:19](=[O:22])[NH:20][CH2:21][C:15]=2[CH:14]=1)=O)(C)(C)C.[C:30]([OH:36])([C:32]([F:35])([F:34])[F:33])=[O:31]. The catalyst is C(Cl)Cl. (2) The reactants are [Br:1][C:2]1[NH:6][C:5]([C@@H:7]2[CH2:11][CH2:10][CH2:9][N:8]2[C:12]([O:14]C(C)(C)C)=O)=[N:4][CH:3]=1.Cl.[CH3:20][O:21][C@H:22]([CH3:32])[C@H:23]([NH:27][C:28]([O:30][CH3:31])=[O:29])C(O)=O.CN(C(ON1N=NC2C=CC=NC1=2)=[N+](C)C)C.F[P-](F)(F)(F)(F)F.CCN(C(C)C)C(C)C.[Li+].[OH-]. The catalyst is C(Cl)Cl.CO.CN(C=O)C. The product is [Br:1][C:2]1[NH:6][C:5]([C@@H:7]2[CH2:11][CH2:10][CH2:9][N:8]2[C:12](=[O:14])[C@@H:23]([NH:27][C:28](=[O:29])[O:30][CH3:31])[C@H:22]([O:21][CH3:20])[CH3:32])=[N:4][CH:3]=1. The yield is 1.00. (3) The reactants are [Br:1][C:2]1[CH:10]=[C:9]2[C:5]([CH2:6][C:7]([CH3:20])([CH3:19])[C:8]2([NH:13][C:14](=[O:18])[C:15]([F:17])=[CH2:16])C=C)=[CH:4][CH:3]=1. The catalyst is C1(C)C=CC=CC=1.CC1C=C(C)C(N2C(=[Ru](Cl)(Cl)=CC3C=CC=CC=3OC(C)C)N(C3C(C)=CC(C)=CC=3C)CC2)=C(C)C=1. The product is [Br:1][C:2]1[CH:10]=[C:9]2[C:5]([CH2:6][C:7]([CH3:20])([CH3:19])[C:8]32[CH:16]=[C:15]([F:17])[C:14](=[O:18])[NH:13]3)=[CH:4][CH:3]=1. The yield is 0.349.